Task: Predict the reactants needed to synthesize the given product.. Dataset: Full USPTO retrosynthesis dataset with 1.9M reactions from patents (1976-2016) (1) Given the product [F:8][C:3]1[C:2]([C:11]2[CH2:12][CH2:13][C:9](=[O:14])[CH:10]=2)=[CH:7][CH:6]=[CH:5][N:4]=1, predict the reactants needed to synthesize it. The reactants are: Br[C:2]1[C:3]([F:8])=[N:4][CH:5]=[CH:6][CH:7]=1.[C:9]1(=[O:14])[CH2:13][CH2:12][CH:11]=[CH:10]1.CN(C1CCCCC1)C1CCCCC1. (2) Given the product [F:16][CH:15]1[CH2:14][CH2:13][NH:12][CH2:11][CH2:10][CH:9]1[NH:8][C:6](=[O:7])[O:5][C:1]([CH3:3])([CH3:2])[CH3:4], predict the reactants needed to synthesize it. The reactants are: [C:1]([O:5][C:6]([NH:8][CH:9]1[CH:15]([F:16])[CH2:14][CH2:13][N:12](C(OCC2C=CC=CC=2)=O)[CH2:11][CH2:10]1)=[O:7])([CH3:4])([CH3:3])[CH3:2]. (3) Given the product [Cl:38][C:39]1[CH:47]=[CH:46][CH:45]=[C:44]([Cl:48])[C:40]=1[C:41]([NH:1][C:2]1[CH:3]=[CH:4][C:5]2[O:10][C@@H:9]([CH2:11][N:12]3[CH2:17][CH2:16][N:15]([CH3:18])[C:14](=[O:19])[CH2:13]3)[CH2:8][N:7]([S:20]([C:23]3[CH:28]=[CH:27][CH:26]=[C:25]([Cl:29])[CH:24]=3)(=[O:21])=[O:22])[C:6]=2[CH:30]=1)=[O:42], predict the reactants needed to synthesize it. The reactants are: [NH2:1][C:2]1[CH:3]=[CH:4][C:5]2[O:10][C@@H:9]([CH2:11][N:12]3[CH2:17][CH2:16][N:15]([CH3:18])[C:14](=[O:19])[CH2:13]3)[CH2:8][N:7]([S:20]([C:23]3[CH:28]=[CH:27][CH:26]=[C:25]([Cl:29])[CH:24]=3)(=[O:22])=[O:21])[C:6]=2[CH:30]=1.C(N(CC)CC)C.[Cl:38][C:39]1[CH:47]=[CH:46][CH:45]=[C:44]([Cl:48])[C:40]=1[C:41](Cl)=[O:42]. (4) Given the product [Br:17][CH2:13][C:12]([C:5]1[C:6]2[C:11](=[CH:10][CH:9]=[CH:8][CH:7]=2)[C:2]([Br:1])=[CH:3][CH:4]=1)=[O:16], predict the reactants needed to synthesize it. The reactants are: [Br:1][C:2]1[C:11]2[C:6](=[CH:7][CH:8]=[CH:9][CH:10]=2)[C:5]([C:12](=[O:16])[CH:13]=[N+]=[N-])=[CH:4][CH:3]=1.[BrH:17].C([O-])(O)=O.[Na+]. (5) Given the product [C:2]([S@@:5](/[N:7]=[CH:8]/[CH:10]1[CH2:15][CH2:14][N:13]([C:16]([O:18][C:19]([CH3:20])([CH3:22])[CH3:21])=[O:17])[CH2:12][CH2:11]1)=[O:6])([CH3:4])([CH3:3])[CH3:1], predict the reactants needed to synthesize it. The reactants are: [CH3:1][C:2]([S@@:5]([NH2:7])=[O:6])([CH3:4])[CH3:3].[CH:8]([CH:10]1[CH2:15][CH2:14][N:13]([C:16]([O:18][C:19]([CH3:22])([CH3:21])[CH3:20])=[O:17])[CH2:12][CH2:11]1)=O. (6) Given the product [Cl:16][C:15]1[CH:14]=[C:13]([NH:17][CH2:23][CH:24]([O:20][CH3:21])[O:4][CH3:2])[CH:12]=[N:11][C:10]=1[Cl:9], predict the reactants needed to synthesize it. The reactants are: O.[CH2:2]([OH:4])C.C(O)(=O)C.[Cl:9][C:10]1[C:15]([Cl:16])=[CH:14][C:13]([N+:17]([O-])=O)=[CH:12][N:11]=1.[O:20]1[CH2:24][CH2:23]C[CH2:21]1. (7) Given the product [CH3:6][C:7]1[CH:14]=[CH:13][CH:12]=[CH:11][C:8]=1/[CH:9]=[N:4]/[OH:1], predict the reactants needed to synthesize it. The reactants are: [OH-:1].[Na+].Cl.[NH2:4]O.[CH3:6][C:7]1[CH:14]=[CH:13][CH:12]=[CH:11][C:8]=1[CH:9]=O. (8) Given the product [CH:32]1([C:31]2[C:30]3[CH:29]=[CH:28][C:27]([C:38]([O:40][CH3:41])=[O:39])=[CH:26][C:25]=3[N:23]3[C:22]=2[C:21]2[CH:42]=[CH:43][CH:44]=[CH:45][C:20]=2[O:19][CH2:18][CH:17]([CH2:16][CH2:15][C:14](=[O:46])[N:11]2[CH2:12][CH2:13][NH:8][CH2:9][CH2:10]2)[CH2:24]3)[CH2:33][CH2:34][CH2:35][CH2:36][CH2:37]1, predict the reactants needed to synthesize it. The reactants are: C(OC([N:8]1[CH2:13][CH2:12][N:11]([C:14](=[O:46])[CH2:15][CH2:16][CH:17]2[CH2:24][N:23]3[C:25]4[CH:26]=[C:27]([C:38]([O:40][CH3:41])=[O:39])[CH:28]=[CH:29][C:30]=4[C:31]([CH:32]4[CH2:37][CH2:36][CH2:35][CH2:34][CH2:33]4)=[C:22]3[C:21]3[CH:42]=[CH:43][CH:44]=[CH:45][C:20]=3[O:19][CH2:18]2)[CH2:10][CH2:9]1)=O)(C)(C)C.C(O)(C(F)(F)F)=O. (9) Given the product [CH2:16]([O:15][C:8]1[CH:7]=[C:6]([CH:5]=[C:4]([O:3][CH2:1][CH3:2])[C:9]=1[N:10]1[CH:14]=[CH:13][CH:12]=[CH:11]1)[CH:18]=[O:19])[CH3:17], predict the reactants needed to synthesize it. The reactants are: [CH2:1]([O:3][C:4]1[CH:5]=[C:6]([CH2:18][OH:19])[CH:7]=[C:8]([O:15][CH2:16][CH3:17])[C:9]=1[N:10]1[CH:14]=[CH:13][CH:12]=[CH:11]1)[CH3:2].